From a dataset of Full USPTO retrosynthesis dataset with 1.9M reactions from patents (1976-2016). Predict the reactants needed to synthesize the given product. (1) Given the product [F:29][C:30]1[CH:31]=[CH:32][C:33]([CH2:36][C:37]([NH:39][C:40](=[O:41])[NH:1][C:2]2[CH:28]=[CH:27][C:5]([O:6][C:7]3[CH:12]=[CH:11][N:10]=[C:9]([NH:13][C:14]([N:16]4[CH2:21][CH2:20][N:19]([CH:22]5[CH2:23][N:24]([CH3:26])[CH2:25]5)[CH2:18][CH2:17]4)=[O:15])[CH:8]=3)=[CH:4][CH:3]=2)=[O:38])=[CH:34][CH:35]=1, predict the reactants needed to synthesize it. The reactants are: [NH2:1][C:2]1[CH:28]=[CH:27][C:5]([O:6][C:7]2[CH:12]=[CH:11][N:10]=[C:9]([NH:13][C:14]([N:16]3[CH2:21][CH2:20][N:19]([CH:22]4[CH2:25][N:24]([CH3:26])[CH2:23]4)[CH2:18][CH2:17]3)=[O:15])[CH:8]=2)=[CH:4][CH:3]=1.[F:29][C:30]1[CH:35]=[CH:34][C:33]([CH2:36][C:37]([N:39]=[C:40]=[O:41])=[O:38])=[CH:32][CH:31]=1.C(OCC)C. (2) The reactants are: O=[C:2]1[CH:8]([NH:9][S:10]([C:13]2[CH:18]=[CH:17][C:16]([CH3:19])=[CH:15][CH:14]=2)(=[O:12])=[O:11])[CH2:7][CH2:6][CH2:5][CH2:4][NH:3]1.[H-].[Al+3].[Li+].[H-].[H-].[H-]. Given the product [NH:3]1[CH2:4][CH2:5][CH2:6][CH2:7][CH:8]([NH:9][S:10]([C:13]2[CH:14]=[CH:15][C:16]([CH3:19])=[CH:17][CH:18]=2)(=[O:11])=[O:12])[CH2:2]1, predict the reactants needed to synthesize it. (3) Given the product [CH3:32][O:31][C:28]1[CH:29]=[C:30]2[C:25](=[CH:26][C:27]=1[O:33][CH3:34])[N:24]=[CH:23][N:22]=[C:21]2[NH:1][C:2]1[CH:3]=[CH:4][C:5]2[S:9][C:8]([NH:10][C:11](=[O:18])[C:12]3[CH:17]=[CH:16][CH:15]=[CH:14][CH:13]=3)=[N:7][C:6]=2[CH:19]=1, predict the reactants needed to synthesize it. The reactants are: [NH2:1][C:2]1[CH:3]=[CH:4][C:5]2[S:9][C:8]([NH:10][C:11](=[O:18])[C:12]3[CH:17]=[CH:16][CH:15]=[CH:14][CH:13]=3)=[N:7][C:6]=2[CH:19]=1.Cl[C:21]1[C:30]2[C:25](=[CH:26][C:27]([O:33][CH3:34])=[C:28]([O:31][CH3:32])[CH:29]=2)[N:24]=[CH:23][N:22]=1.C(=O)([O-])O.[Na+]. (4) Given the product [CH:16]([C:13]1[CH:14]=[CH:15][C:10]([C:4]2[CH:5]=[CH:6][C:7]([C:8]#[N:9])=[CH:2][C:3]=2[CH3:19])=[CH:11][CH:12]=1)=[O:17], predict the reactants needed to synthesize it. The reactants are: F[C:2]1[CH:3]=[C:4]([C:10]2[CH:15]=[CH:14][C:13]([CH:16]=[O:17])=[CH:12][CH:11]=2)[CH:5]=[CH:6][C:7]=1[C:8]#[N:9].Br[C:19]1C=CC(C#N)=CC=1C.C(C1C=C(C2C=CC=C(C#N)C=2)C=CC=1O)=O.C(O)(=O)C.C(C1C=CC(C2C=C(C3NC4C=CC(C(N)=N)=CC=4N=3)C=CC=2)=NC=1)(=N)N.C(O)(=O)C.C(C1C=CC(C2C=CC(OC)=C(C3NC4C=CC(C(N)=N)=CC=4N=3)C=2)=CC=1)(=N)N. (5) Given the product [ClH:1].[NH2:11][CH2:12][C@@H:8]([C:5]1[CH:4]=[CH:3][C:2]([Cl:1])=[CH:7][CH:6]=1)[CH2:9][C:14]([OH:16])=[O:15], predict the reactants needed to synthesize it. The reactants are: [Cl:1][C:2]1[CH:7]=[CH:6][C:5]([C@@H:8]2[CH2:12][NH:11]C(=O)[C@H:9]2[C:14]([O:16]C)=[O:15])=[CH:4][CH:3]=1.Cl. (6) Given the product [Cl:58][C:56]1[CH:55]=[CH:54][C:53]([O:59][CH2:60][C:61]2[CH:62]=[CH:63][CH:64]=[CH:65][CH:66]=2)=[C:52]([CH2:51][N:10]2[CH:11]=[C:7]([NH:6][C:4](=[O:5])[C:3]3[C:2]([F:1])=[CH:15][CH:14]=[CH:13][C:12]=3[F:16])[CH:8]=[N:9]2)[CH:57]=1, predict the reactants needed to synthesize it. The reactants are: [F:1][C:2]1[CH:15]=[CH:14][CH:13]=[C:12]([F:16])[C:3]=1[C:4]([NH:6][C:7]1[CH:8]=[N:9][NH:10][CH:11]=1)=[O:5].ClC1C=CC=C(Cl)C=1C(NC1C=NN(CC2C=CC(Cl)=CC=2Cl)C=1)=O.[I-].[Na+].C(=O)([O-])[O-].[K+].[K+].Br[CH2:51][C:52]1[CH:57]=[C:56]([Cl:58])[CH:55]=[CH:54][C:53]=1[O:59][CH2:60][C:61]1[CH:66]=[CH:65][CH:64]=[CH:63][CH:62]=1. (7) Given the product [C:31]([C:30]1[CH:33]=[C:26]([CH:27]=[CH:28][C:29]=1[O:34][CH3:35])[CH2:25][S:1][C:2]1[O:6][C:5]([C:7]2[CH:12]=[CH:11][N:10]=[C:9]([NH:13][C:14](=[O:23])[CH2:15][CH2:16][C:17]3[CH:18]=[CH:19][CH:20]=[CH:21][CH:22]=3)[CH:8]=2)=[N:4][N:3]=1)#[N:32], predict the reactants needed to synthesize it. The reactants are: [SH:1][C:2]1[O:6][C:5]([C:7]2[CH:12]=[CH:11][N:10]=[C:9]([NH:13][C:14](=[O:23])[CH2:15][CH2:16][C:17]3[CH:22]=[CH:21][CH:20]=[CH:19][CH:18]=3)[CH:8]=2)=[N:4][N:3]=1.Cl[CH2:25][C:26]1[CH:27]=[CH:28][C:29]([O:34][CH3:35])=[C:30]([CH:33]=1)[C:31]#[N:32]. (8) The reactants are: [F:1][C:2]1[C:3]([CH3:32])=[N:4][C:5]([NH:8][C:9]2[S:10][C:11]3[C:20](=[O:21])[CH2:19][CH2:18][C:17]4[C:13](=[CH:14][N:15](CC5C=CC(OC)=CC=5)[N:16]=4)[C:12]=3[N:31]=2)=[N:6][CH:7]=1. Given the product [F:1][C:2]1[C:3]([CH3:32])=[N:4][C:5]([NH:8][C:9]2[S:10][C:11]3[C:20](=[O:21])[CH2:19][CH2:18][C:17]4[C:13](=[CH:14][NH:15][N:16]=4)[C:12]=3[N:31]=2)=[N:6][CH:7]=1, predict the reactants needed to synthesize it. (9) Given the product [Cl:1][C:2]1[N:6]([CH2:7][CH2:8][OH:9])[C:5]2[C:14]([CH:19]([CH2:22][CH3:23])[CH2:20][CH3:21])=[CH:15][CH:16]=[C:17]([Cl:18])[C:4]=2[N:3]=1, predict the reactants needed to synthesize it. The reactants are: [Cl:1][C:2]1[N:6]([CH2:7][C:8](OC(C)C)=[O:9])[C:5]2[C:14]([CH:19]([CH2:22][CH3:23])[CH2:20][CH3:21])=[CH:15][CH:16]=[C:17]([Cl:18])[C:4]=2[N:3]=1.[BH4-].[Li+].